This data is from Full USPTO retrosynthesis dataset with 1.9M reactions from patents (1976-2016). The task is: Predict the reactants needed to synthesize the given product. (1) Given the product [CH3:33][C:31]([Si:34]([CH3:48])([CH3:47])[N:35]1[C:43]2[C:38](=[C:39]([C:2]3[CH:10]=[C:9]4[C:5]([CH:6]=[N:7][N:8]4[S:11]([C:14]4[CH:15]=[CH:16][CH:17]=[CH:18][CH:19]=4)(=[O:13])=[O:12])=[C:4]([C:20]4[O:21][C:22]([C:25]([O:27][CH2:28][CH3:29])=[O:26])=[CH:23][N:24]=4)[CH:3]=3)[CH:40]=[CH:41][CH:42]=2)[CH:37]=[CH:36]1)([CH3:30])[CH3:32], predict the reactants needed to synthesize it. The reactants are: Cl[C:2]1[CH:10]=[C:9]2[C:5]([CH:6]=[N:7][N:8]2[S:11]([C:14]2[CH:19]=[CH:18][CH:17]=[CH:16][CH:15]=2)(=[O:13])=[O:12])=[C:4]([C:20]2[O:21][C:22]([C:25]([O:27][CH2:28][CH3:29])=[O:26])=[CH:23][N:24]=2)[CH:3]=1.[CH3:30][C:31]([Si:34]([CH3:48])([CH3:47])[N:35]1[C:43]2[C:38](=[C:39](B(O)O)[CH:40]=[CH:41][CH:42]=2)[CH:37]=[CH:36]1)([CH3:33])[CH3:32].[O-]P([O-])([O-])=O.[K+].[K+].[K+]. (2) Given the product [Cl:23][C:24]1[CH:25]=[C:26]2[C:30](=[CH:31][CH:32]=1)[NH:29][C:28](=[O:33])[C:27]2=[CH:21][C:3]1[NH:4][C:5]2[CH2:11][CH2:10][CH2:9][N:8]([CH2:12][CH2:13][N:14]3[CH2:19][CH2:18][CH2:17][CH2:16][CH2:15]3)[C:7](=[O:20])[C:6]=2[C:2]=1[CH3:1], predict the reactants needed to synthesize it. The reactants are: [CH3:1][C:2]1[C:6]2[C:7](=[O:20])[N:8]([CH2:12][CH2:13][N:14]3[CH2:19][CH2:18][CH2:17][CH2:16][CH2:15]3)[CH2:9][CH2:10][CH2:11][C:5]=2[NH:4][C:3]=1[CH:21]=O.[Cl:23][C:24]1[CH:25]=[C:26]2[C:30](=[CH:31][CH:32]=1)[NH:29][C:28](=[O:33])[CH2:27]2.